This data is from NCI-60 drug combinations with 297,098 pairs across 59 cell lines. The task is: Regression. Given two drug SMILES strings and cell line genomic features, predict the synergy score measuring deviation from expected non-interaction effect. (1) Cell line: SK-MEL-28. Drug 1: CC1=C(C=C(C=C1)NC2=NC=CC(=N2)N(C)C3=CC4=NN(C(=C4C=C3)C)C)S(=O)(=O)N.Cl. Synergy scores: CSS=49.4, Synergy_ZIP=11.8, Synergy_Bliss=10.9, Synergy_Loewe=-35.6, Synergy_HSA=8.69. Drug 2: C1=CC(=C2C(=C1NCCNCCO)C(=O)C3=C(C=CC(=C3C2=O)O)O)NCCNCCO. (2) Drug 1: CCN(CC)CCCC(C)NC1=C2C=C(C=CC2=NC3=C1C=CC(=C3)Cl)OC. Drug 2: CCC1(C2=C(COC1=O)C(=O)N3CC4=CC5=C(C=CC(=C5CN(C)C)O)N=C4C3=C2)O.Cl. Cell line: EKVX. Synergy scores: CSS=21.3, Synergy_ZIP=-7.70, Synergy_Bliss=-1.72, Synergy_Loewe=-1.59, Synergy_HSA=-1.13.